Dataset: Reaction yield outcomes from USPTO patents with 853,638 reactions. Task: Predict the reaction yield, written as a fraction of the theoretical maximum amount of product (1.0 means a 100% yield; for example, 0.34 means a 34% yield). (1) The reactants are [Br:1][C:2]1[CH:13]=[N:12][C:5]2[NH:6][C:7](=[O:11])[CH2:8][NH:9][CH2:10][C:4]=2[CH:3]=1.[C:14]([O:18][C:19](=[O:22])[CH2:20]Br)([CH3:17])([CH3:16])[CH3:15].C(N(CC)CC)C. The yield is 0.480. The product is [C:14]([O:18][C:19](=[O:22])[CH2:20][N:9]1[CH2:10][C:4]2[CH:3]=[C:2]([Br:1])[CH:13]=[N:12][C:5]=2[NH:6][C:7](=[O:11])[CH2:8]1)([CH3:17])([CH3:16])[CH3:15]. The catalyst is CN(C=O)C.O. (2) The reactants are [CH3:1][O:2][C:3]1[CH:4]=[C:5]2[C:10](=[CH:11][C:12]=1[O:13][CH3:14])[N:9]=[CH:8][CH:7]=[C:6]2[O:15][C:16]1[C:22]([CH3:23])=[CH:21][C:19]([NH2:20])=[C:18]([CH3:24])[CH:17]=1.Cl[C:26](Cl)([O:28][C:29](=[O:35])OC(Cl)(Cl)Cl)Cl.[C:37]1(C)[C:42](O)=[CH:41][CH:40]=[CH:39][CH:38]=1.C(=O)(O)[O-].[Na+]. The catalyst is C(Cl)Cl.C(N(CC)CC)C.C1(C)C=CC=CC=1. The product is [CH3:1][O:2][C:3]1[CH:4]=[C:5]2[C:10](=[CH:11][C:12]=1[O:13][CH3:14])[N:9]=[CH:8][CH:7]=[C:6]2[O:15][C:16]1[C:22]([CH3:23])=[CH:21][C:19]([NH:20][C:29](=[O:35])[O:28][C:26]2[CH:41]=[CH:42][CH:37]=[CH:38][C:39]=2[CH3:40])=[C:18]([CH3:24])[CH:17]=1. The yield is 0.840. (3) The reactants are [CH3:1][C:2]1[NH:3][C:4]2[C:9]([C:10]=1[C:11]([O:13][CH3:14])=[O:12])=[CH:8][CH:7]=[CH:6][CH:5]=2.Br[CH:16]([CH3:24])[C:17]([N:19]1[CH2:23][CH2:22][CH2:21][CH2:20]1)=[O:18].C(=O)([O-])[O-].[Cs+].[Cs+]. The catalyst is CN(C)C=O. The product is [CH3:1][C:2]1[N:3]([CH:16]([CH3:24])[C:17](=[O:18])[N:19]2[CH2:23][CH2:22][CH2:21][CH2:20]2)[C:4]2[C:9]([C:10]=1[C:11]([O:13][CH3:14])=[O:12])=[CH:8][CH:7]=[CH:6][CH:5]=2. The yield is 0.930. (4) The reactants are [ClH:1].[CH3:2][S:3]([N:6]1[CH2:11][CH2:10][N:9](C(OC(C)(C)C)=O)[CH2:8][CH2:7]1)(=[O:5])=[O:4]. The catalyst is O1CCOCC1.C(Cl)Cl. The product is [Cl-:1].[CH3:2][S:3]([N:6]1[CH2:11][CH2:10][NH2+:9][CH2:8][CH2:7]1)(=[O:5])=[O:4]. The yield is 0.970. (5) The reactants are [Cl:1][C:2]1[CH:7]=[CH:6][C:5]([C:8]2[N:12]=[C:11]([C:13]3[NH:14][CH:15]=[CH:16][C:17]=3[Cl:18])[O:10][N:9]=2)=[CH:4][CH:3]=1.IC.[C:21](=O)([O-])[O-].[K+].[K+].O. The catalyst is CN(C)C=O. The product is [Cl:18][C:17]1[CH:16]=[CH:15][N:14]([CH3:21])[C:13]=1[C:11]1[O:10][N:9]=[C:8]([C:5]2[CH:6]=[CH:7][C:2]([Cl:1])=[CH:3][CH:4]=2)[N:12]=1. The yield is 0.370. (6) The reactants are [C:1]([C:3]1[CH:4]=[C:5]([N:9]2[C:13]([C:14]([OH:16])=[O:15])=[CH:12][C:11]([C:17]([F:20])([F:19])[F:18])=[N:10]2)[CH:6]=[CH:7][CH:8]=1)#[N:2].Cl. The catalyst is C1COCC1.C(O)(C)C.O1CCOCC1.[Pd].O=[Pt]=O. The product is [NH2:2][CH2:1][C:3]1[CH:4]=[C:5]([N:9]2[C:13]([C:14]([OH:16])=[O:15])=[CH:12][C:11]([C:17]([F:19])([F:20])[F:18])=[N:10]2)[CH:6]=[CH:7][CH:8]=1. The yield is 0.700. (7) The product is [CH3:20][C:19]([CH3:22])([CH3:21])[CH2:18][O:17][C:10]1[CH:9]=[CH:8][C:7]([B:23]([OH:28])[OH:24])=[CH:12][C:11]=1[C:13]([F:16])([F:15])[F:14]. The catalyst is C1COCC1.O. The reactants are C([Li])CCC.Br[C:7]1[CH:8]=[CH:9][C:10]([O:17][CH2:18][C:19]([CH3:22])([CH3:21])[CH3:20])=[C:11]([C:13]([F:16])([F:15])[F:14])[CH:12]=1.[B:23](OC(C)C)([O:28]C(C)C)[O:24]C(C)C.Cl. The yield is 0.340. (8) The reactants are [CH3:1][C:2]([O:5][C:6]([NH:8][C@@H:9]([CH2:13][CH3:14])[C:10]([OH:12])=O)=[O:7])([CH3:4])[CH3:3].C(N1C=CN=C1)(N1C=CN=C1)=O.Cl.[CH3:28][NH:29][O:30][CH3:31].CCN(C(C)C)C(C)C. The catalyst is C1COCC1.CN(C=O)C. The product is [CH3:28][N:29]([O:30][CH3:31])[C:10]([C@@H:9]([NH:8][C:6](=[O:7])[O:5][C:2]([CH3:1])([CH3:3])[CH3:4])[CH2:13][CH3:14])=[O:12]. The yield is 0.880.